From a dataset of Forward reaction prediction with 1.9M reactions from USPTO patents (1976-2016). Predict the product of the given reaction. (1) Given the reactants [C:1]([O:5][C:6](=[O:24])[NH:7][C:8]1[CH:13]=[CH:12][C:11]([C:14]2[CH:19]=[CH:18][C:17]([CH3:20])=[CH:16][CH:15]=2)=[CH:10][C:9]=1[N+:21]([O-])=O)([CH3:4])([CH3:3])[CH3:2], predict the reaction product. The product is: [C:1]([O:5][C:6](=[O:24])[NH:7][C:8]1[CH:13]=[CH:12][C:11]([C:14]2[CH:15]=[CH:16][C:17]([CH3:20])=[CH:18][CH:19]=2)=[CH:10][C:9]=1[NH2:21])([CH3:4])([CH3:2])[CH3:3]. (2) Given the reactants CS(O)(=O)=O.C([O:13][C:14]1[CH:15]=[C:16](/[C:29](/[CH3:33])=[N:30]/[O:31][CH3:32])[C:17]2[S:21][C:20]([NH:22][C:23]([NH:25][CH2:26][CH3:27])=[O:24])=[N:19][C:18]=2[CH:28]=1)C1C=CC=CC=1, predict the reaction product. The product is: [CH2:26]([NH:25][C:23]([NH:22][C:20]1[S:21][C:17]2[C:16](/[C:29](/[CH3:33])=[N:30]/[O:31][CH3:32])=[CH:15][C:14]([OH:13])=[CH:28][C:18]=2[N:19]=1)=[O:24])[CH3:27]. (3) Given the reactants [CH3:1][Si:2]([CH3:18])([CH3:17])[CH2:3][CH2:4][O:5][CH2:6][N:7]1[C:11]2[N:12]=[CH:13][N:14]=[C:15]([NH2:16])[C:10]=2[CH:9]=[CH:8]1.Cl[CH2:20][CH:21]=O, predict the reaction product. The product is: [CH3:1][Si:2]([CH3:18])([CH3:17])[CH2:3][CH2:4][O:5][CH2:6][N:7]1[C:11]2[N:12]=[CH:13][N:14]3[CH:20]=[CH:21][N:16]=[C:15]3[C:10]=2[CH:9]=[CH:8]1. (4) Given the reactants [C:1]([O:6][C:7](=O)[C:8]([CH3:10])=C)(=[O:5])[C:2]([CH3:4])=[CH2:3].[CH2:12]([O:14][P:15]([CH2:20][C:21](=[O:30])[CH2:22][CH2:23][CH2:24][CH2:25]CCCO)(=[O:19])[O:16][CH2:17][CH3:18])[CH3:13].C(N(CC)CC)C, predict the reaction product. The product is: [CH2:17]([O:16][P:15]([CH2:20][C:21](=[O:30])[CH2:22][CH2:23][CH2:24][CH2:25][CH2:10][CH2:8][CH2:7][O:6][C:1](=[O:5])[C:2]([CH3:4])=[CH2:3])(=[O:19])[O:14][CH2:12][CH3:13])[CH3:18].